This data is from Peptide-MHC class I binding affinity with 185,985 pairs from IEDB/IMGT. The task is: Regression. Given a peptide amino acid sequence and an MHC pseudo amino acid sequence, predict their binding affinity value. This is MHC class I binding data. (1) The peptide sequence is NGAVAVLKY. The MHC is HLA-A24:02 with pseudo-sequence HLA-A24:02. The binding affinity (normalized) is 0. (2) The peptide sequence is SLVIVTTFV. The MHC is HLA-B07:02 with pseudo-sequence HLA-B07:02. The binding affinity (normalized) is 0. (3) The peptide sequence is NQLYLTVSF. The MHC is HLA-B48:01 with pseudo-sequence HLA-B48:01. The binding affinity (normalized) is 0.231. (4) The peptide sequence is ATVVIGTSK. The MHC is HLA-B58:01 with pseudo-sequence HLA-B58:01. The binding affinity (normalized) is 0.0847. (5) The peptide sequence is ILDDNLYKV. The MHC is HLA-A02:02 with pseudo-sequence HLA-A02:02. The binding affinity (normalized) is 0.902. (6) The peptide sequence is GQQFYWPVM. The MHC is HLA-A02:06 with pseudo-sequence HLA-A02:06. The binding affinity (normalized) is 0.289.